Dataset: Full USPTO retrosynthesis dataset with 1.9M reactions from patents (1976-2016). Task: Predict the reactants needed to synthesize the given product. Given the product [Cl:47][C:45]1[N:44]([C:48]2[CH:53]=[CH:52][C:51]([C:54]3[CH:59]=[CH:58][CH:57]=[C:56]([O:60][CH3:61])[C:55]=3[OH:62])=[CH:50][CH:49]=2)[C:43]([C:63]([O:65][CH2:66][CH3:67])=[O:64])=[C:42]([NH:41][C:20]([NH:17][C:5]2[CH:9]=[CH:10][C:2]([CH3:1])=[C:3]([C:11]([O:13][CH3:14])=[O:12])[CH:4]=2)=[O:23])[CH:46]=1, predict the reactants needed to synthesize it. The reactants are: [CH3:1][C:2]1[CH:10]=[CH:9][C:5](C(O)=O)=[CH:4][C:3]=1[C:11]([O:13][CH3:14])=[O:12].C([N:17]([CH2:20]C)CC)C.P(N=[N+]=[N-])(OC1C=CC=CC=1)(OC1C=CC=CC=1)=[O:23].[NH2:41][C:42]1[CH:46]=[C:45]([Cl:47])[N:44]([C:48]2[CH:53]=[CH:52][C:51]([C:54]3[CH:59]=[CH:58][CH:57]=[C:56]([O:60][CH3:61])[C:55]=3[OH:62])=[CH:50][CH:49]=2)[C:43]=1[C:63]([O:65][CH2:66][CH3:67])=[O:64].